Dataset: Reaction yield outcomes from USPTO patents with 853,638 reactions. Task: Predict the reaction yield, written as a fraction of the theoretical maximum amount of product (1.0 means a 100% yield; for example, 0.34 means a 34% yield). (1) The reactants are [Cl:1][C:2]1[CH:7]=[CH:6][C:5]([OH:8])=[C:4]([C:9]2[CH:10]=[N:11][N:12]3[CH:17]=[CH:16][CH:15]=[N:14][C:13]=23)[CH:3]=1.COC1C=C(OC)C=CC=1C[N:23]([C:36]1[S:40][N:39]=[CH:38][N:37]=1)[S:24]([C:27]1[CH:32]=[C:31]([F:33])[C:30](F)=[CH:29][C:28]=1[F:35])(=[O:26])=[O:25].C(=O)([O-])[O-].[K+].[K+]. The catalyst is CS(C)=O.ClCCl.FC(F)(F)C(O)=O. The product is [Cl:1][C:2]1[CH:7]=[CH:6][C:5]([O:8][C:30]2[C:31]([F:33])=[CH:32][C:27]([S:24]([NH:23][C:36]3[S:40][N:39]=[CH:38][N:37]=3)(=[O:25])=[O:26])=[C:28]([F:35])[CH:29]=2)=[C:4]([C:9]2[CH:10]=[N:11][N:12]3[CH:17]=[CH:16][CH:15]=[N:14][C:13]=23)[CH:3]=1. The yield is 0.680. (2) The reactants are [Cl:1][C:2]1[N:7]=[C:6](Cl)[C:5]([C:9]([O:11][CH3:12])=[O:10])=[CH:4][N:3]=1.[CH:13]1(B(O)O)[CH2:15][CH2:14]1.[O-]P([O-])([O-])=O.[K+].[K+].[K+]. The catalyst is C1COCC1.C1C=CC(P(C2C=CC=CC=2)[C-]2C=CC=C2)=CC=1.C1C=CC(P(C2C=CC=CC=2)[C-]2C=CC=C2)=CC=1.Cl[Pd]Cl.[Fe+2]. The product is [Cl:1][C:2]1[N:7]=[C:6]([CH:13]2[CH2:15][CH2:14]2)[C:5]([C:9]([O:11][CH3:12])=[O:10])=[CH:4][N:3]=1. The yield is 0.260. (3) The reactants are [Cl:1][C:2]1[CH:7]=[CH:6][CH:5]=[CH:4][C:3]=1[N:8]1[C:12]2[CH:13]=[CH:14][CH:15]=[CH:16][C:11]=2[NH:10][S:9]1(=[O:18])=[O:17].C1(P(C2C=CC=CC=2)C2C=CC=CC=2)C=CC=CC=1.O[CH2:39][CH2:40][N:41]1[CH2:46][CH2:45][N:44]([C:47]([O:49][C:50]([CH3:53])([CH3:52])[CH3:51])=[O:48])[CH2:43][CH2:42]1.CC(OC(/N=N/C(OC(C)C)=O)=O)C. The catalyst is O1CCCC1. The product is [Cl:1][C:2]1[CH:7]=[CH:6][CH:5]=[CH:4][C:3]=1[N:8]1[C:12]2[CH:13]=[CH:14][CH:15]=[CH:16][C:11]=2[N:10]([CH2:39][CH2:40][N:41]2[CH2:46][CH2:45][N:44]([C:47]([O:49][C:50]([CH3:51])([CH3:53])[CH3:52])=[O:48])[CH2:43][CH2:42]2)[S:9]1(=[O:18])=[O:17]. The yield is 0.610.